Task: Regression. Given two drug SMILES strings and cell line genomic features, predict the synergy score measuring deviation from expected non-interaction effect.. Dataset: NCI-60 drug combinations with 297,098 pairs across 59 cell lines (1) Drug 1: CC12CCC3C(C1CCC2=O)CC(=C)C4=CC(=O)C=CC34C. Drug 2: C1CCC(C(C1)N)N.C(=O)(C(=O)[O-])[O-].[Pt+4]. Cell line: HS 578T. Synergy scores: CSS=51.0, Synergy_ZIP=1.64, Synergy_Bliss=0.524, Synergy_Loewe=0.474, Synergy_HSA=0.326. (2) Drug 1: CC1CCC2CC(C(=CC=CC=CC(CC(C(=O)C(C(C(=CC(C(=O)CC(OC(=O)C3CCCCN3C(=O)C(=O)C1(O2)O)C(C)CC4CCC(C(C4)OC)O)C)C)O)OC)C)C)C)OC. Drug 2: CC1=C2C(C(=O)C3(C(CC4C(C3C(C(C2(C)C)(CC1OC(=O)C(C(C5=CC=CC=C5)NC(=O)C6=CC=CC=C6)O)O)OC(=O)C7=CC=CC=C7)(CO4)OC(=O)C)O)C)OC(=O)C. Cell line: UACC-257. Synergy scores: CSS=3.28, Synergy_ZIP=-3.13, Synergy_Bliss=3.44, Synergy_Loewe=-5.84, Synergy_HSA=2.88. (3) Drug 1: CC1CCC2CC(C(=CC=CC=CC(CC(C(=O)C(C(C(=CC(C(=O)CC(OC(=O)C3CCCCN3C(=O)C(=O)C1(O2)O)C(C)CC4CCC(C(C4)OC)OCCO)C)C)O)OC)C)C)C)OC. Drug 2: CS(=O)(=O)OCCCCOS(=O)(=O)C. Cell line: SK-OV-3. Synergy scores: CSS=0.498, Synergy_ZIP=-1.56, Synergy_Bliss=0.947, Synergy_Loewe=-8.35, Synergy_HSA=-2.36.